This data is from Forward reaction prediction with 1.9M reactions from USPTO patents (1976-2016). The task is: Predict the product of the given reaction. (1) Given the reactants Cl[C:2]1[CH:3]=[N:4][CH:5]=[C:6]([F:18])[C:7]=1[C:8]1[CH2:9][CH2:10][N:11]([CH:14]2[CH2:17][O:16][CH2:15]2)[CH2:12][CH:13]=1.[C:19](=[O:26])([O:21][C:22]([CH3:25])([CH3:24])[CH3:23])[NH2:20].CC(C)([O-])C.[Na+].CC(C1C=C(C(C)C)C(C2C(P(C3CCCCC3)C3CCCCC3)=C(OC)C=CC=2OC)=C(C(C)C)C=1)C, predict the reaction product. The product is: [F:18][C:6]1[C:7]([C:8]2[CH2:9][CH2:10][N:11]([CH:14]3[CH2:17][O:16][CH2:15]3)[CH2:12][CH:13]=2)=[C:2]([NH:20][C:19](=[O:26])[O:21][C:22]([CH3:25])([CH3:24])[CH3:23])[CH:3]=[N:4][CH:5]=1. (2) Given the reactants [C:1]([O:5][C:6](=[O:13])[CH2:7]/[N:8]=[CH:9]/[CH:10]([CH3:12])[CH3:11])([CH3:4])([CH3:3])[CH3:2].[Cl:14][C:15]1[CH:16]=[C:17](/[CH:21]=[C:22](/[C:25]2[CH:30]=[CH:29]C(Cl)=[CH:27][CH:26]=2)\[C:23]#[N:24])[CH:18]=[CH:19][CH:20]=1.C(N(CC)CC)C.Cl[CH2:40][Cl:41], predict the reaction product. The product is: [C:1]([O:5][C:6]([CH:7]1[CH:21]([C:17]2[CH:18]=[CH:19][CH:20]=[C:15]([Cl:14])[CH:16]=2)[C:22]([C:25]2[CH:26]=[CH:27][C:40]([Cl:41])=[CH:29][CH:30]=2)([C:23]#[N:24])[CH:9]([CH:10]([CH3:12])[CH3:11])[NH:8]1)=[O:13])([CH3:4])([CH3:3])[CH3:2].